From a dataset of Peptide-MHC class II binding affinity with 134,281 pairs from IEDB. Regression. Given a peptide amino acid sequence and an MHC pseudo amino acid sequence, predict their binding affinity value. This is MHC class II binding data. (1) The peptide sequence is AFILDGDSLFPKV. The binding affinity (normalized) is 0.626. The MHC is DRB1_0401 with pseudo-sequence DRB1_0401. (2) The peptide sequence is EKNYFAATQFEPLAA. The MHC is DRB1_0101 with pseudo-sequence DRB1_0101. The binding affinity (normalized) is 0.447. (3) The peptide sequence is AGQISVQPTFSVQRN. The MHC is DRB5_0101 with pseudo-sequence DRB5_0101. The binding affinity (normalized) is 0.529.